From a dataset of Forward reaction prediction with 1.9M reactions from USPTO patents (1976-2016). Predict the product of the given reaction. (1) Given the reactants [CH2:1](Br)[C:2]1[CH:7]=[CH:6][CH:5]=[CH:4][CH:3]=1.C(=O)([O-])[O-].[Cs+].[Cs+].[OH:15][C:16]1[CH:23]=[CH:22][C:21]([Br:24])=[CH:20][C:17]=1[CH:18]=[O:19], predict the reaction product. The product is: [CH2:1]([O:15][C:16]1[CH:23]=[CH:22][C:21]([Br:24])=[CH:20][C:17]=1[CH:18]=[O:19])[C:2]1[CH:7]=[CH:6][CH:5]=[CH:4][CH:3]=1. (2) The product is: [CH2:1]([O:4][C:5]1[CH:6]=[C:7]([F:14])[C:8]([CH2:9][O:10][C:28]([N:25]2[CH2:26][CH2:27][N:22]([C:20]([O:19][C:15]([CH3:17])([CH3:16])[CH3:18])=[O:21])[CH2:23][C@H:24]2[CH2:31][CH3:32])=[O:29])=[C:11]([F:13])[CH:12]=1)[CH:2]=[CH2:3]. Given the reactants [CH2:1]([O:4][C:5]1[CH:12]=[C:11]([F:13])[C:8]([CH2:9][OH:10])=[C:7]([F:14])[CH:6]=1)[CH:2]=[CH2:3].[C:15]([O:19][C:20]([N:22]1[CH2:27][CH2:26][N:25]([C:28](Cl)=[O:29])[C@H:24]([CH2:31][CH3:32])[CH2:23]1)=[O:21])([CH3:18])([CH3:17])[CH3:16], predict the reaction product. (3) Given the reactants [C:1]([CH2:3][C:4]([OH:6])=[O:5])#[N:2].[CH3:7][C:8]([CH:11]=O)([CH3:10])[CH3:9].N1CCCCC1, predict the reaction product. The product is: [C:1]([C:3](=[CH:7][C:8]([CH3:11])([CH3:10])[CH3:9])[C:4]([OH:6])=[O:5])#[N:2]. (4) Given the reactants [Br:1][C:2]1[CH:3]=[C:4]2[C:9](=[CH:10][CH:11]=1)[N:8]=[CH:7][C:6]([C:12]([CH:14]1[CH2:16][CH2:15]1)=[O:13])=[C:5]2Cl.[NH2:18][C:19]1[CH:20]=[N:21][C:22]([N:25]2[CH2:30][CH2:29][N:28]([C:31]([O:33][C:34]([CH3:37])([CH3:36])[CH3:35])=[O:32])[CH2:27][CH2:26]2)=[N:23][CH:24]=1, predict the reaction product. The product is: [Br:1][C:2]1[CH:3]=[C:4]2[C:9](=[CH:10][CH:11]=1)[N:8]=[CH:7][C:6]([C:12]([CH:14]1[CH2:16][CH2:15]1)=[O:13])=[C:5]2[NH:18][C:19]1[CH:24]=[N:23][C:22]([N:25]2[CH2:26][CH2:27][N:28]([C:31]([O:33][C:34]([CH3:37])([CH3:36])[CH3:35])=[O:32])[CH2:29][CH2:30]2)=[N:21][CH:20]=1. (5) Given the reactants [CH3:1][C:2]1[N:25]([CH3:26])[C:5]2[CH:6]=[C:7]([C:22](O)=[O:23])[C:8]3[CH2:9][CH2:10][C:11]4([NH:20][C:21]=3[C:4]=2[N:3]=1)[CH2:19][C:18]1[C:13](=[CH:14][CH:15]=[CH:16][CH:17]=1)[CH2:12]4.CN(C(ON1N=NC2C=CC=CC1=2)=[N+](C)C)C.[B-](F)(F)(F)F.[NH:49]1[CH2:54][CH2:53][O:52][CH2:51][CH2:50]1, predict the reaction product. The product is: [CH3:1][C:2]1[N:25]([CH3:26])[C:5]2[CH:6]=[C:7]([C:22]([N:49]3[CH2:54][CH2:53][O:52][CH2:51][CH2:50]3)=[O:23])[C:8]3[CH2:9][CH2:10][C:11]4([NH:20][C:21]=3[C:4]=2[N:3]=1)[CH2:19][C:18]1[C:13](=[CH:14][CH:15]=[CH:16][CH:17]=1)[CH2:12]4. (6) Given the reactants [N+:1]([C:4]1[CH:11]=[CH:10][CH:9]=[CH:8][C:5]=1[CH2:6][NH2:7])([O-:3])=[O:2].[C:12]([O-])([O-])=O.[K+].[K+].C[CH:19](Br)[C:20]#[N:21], predict the reaction product. The product is: [N+:1]([C:4]1[CH:11]=[CH:10][CH:9]=[CH:8][C:5]=1[CH:6]([NH:7][CH2:19][C:20]#[N:21])[CH3:12])([O-:3])=[O:2].